This data is from Forward reaction prediction with 1.9M reactions from USPTO patents (1976-2016). The task is: Predict the product of the given reaction. (1) Given the reactants [Cl:1][C:2]1[CH:3]=[C:4]([NH:17][C:18]2[C:23]([N:24](C)[C:25](=O)C(F)(F)F)=[C:22]([I:32])[N:21]=[CH:20][N:19]=2)[CH:5]=[CH:6][C:7]=1[O:8][C:9]1[CH:14]=[CH:13][CH:12]=[C:11]([C:15]#[N:16])[CH:10]=1.[BH4-].[Na+].C(OCC)(=O)C, predict the reaction product. The product is: [Cl:1][C:2]1[CH:3]=[C:4]([NH:17][C:18]2[C:23]([NH:24][CH3:25])=[C:22]([I:32])[N:21]=[CH:20][N:19]=2)[CH:5]=[CH:6][C:7]=1[O:8][C:9]1[CH:10]=[C:11]([CH:12]=[CH:13][CH:14]=1)[C:15]#[N:16]. (2) Given the reactants [CH3:1][N:2]1[CH:6]=[C:5]([N+:7]([O-])=O)[CH:4]=[C:3]1[C:10]([O:12][CH3:13])=[O:11].Cl.[H][H].[CH3:17][N:18]1[CH:22]=[C:21]([N+:23]([O-:25])=[O:24])[CH:20]=[C:19]1[C:26]([OH:28])=O.C(Cl)CCl.CCN(C(C)C)C(C)C, predict the reaction product. The product is: [CH3:1][N:2]1[CH:6]=[C:5]([NH:7][C:26]([C:19]2[N:18]([CH3:17])[CH:22]=[C:21]([N+:23]([O-:25])=[O:24])[CH:20]=2)=[O:28])[CH:4]=[C:3]1[C:10]([O:12][CH3:13])=[O:11]. (3) Given the reactants BrC1C=C(C([N:16]2[CH2:21][CH2:20][NH:19][C:18](=[O:22])[CH2:17]2)=O)OC=1C1C=CC=C(Cl)C=1.[Br:23][C:24]1[O:28][C:27]([C:29]([OH:31])=O)=[CH:26][C:25]=1[C:32]1[CH:37]=[CH:36][CH:35]=[C:34]([Cl:38])[CH:33]=1, predict the reaction product. The product is: [Br:23][C:24]1[O:28][C:27]([C:29]([N:16]2[CH2:21][CH2:20][NH:19][C:18](=[O:22])[CH2:17]2)=[O:31])=[CH:26][C:25]=1[C:32]1[CH:37]=[CH:36][CH:35]=[C:34]([Cl:38])[CH:33]=1. (4) Given the reactants [C:1]1([S:7]([NH:10][C:11]2[CH:12]=[C:13]([C:17]3[CH:26]=[C:25]4[C:20]([N:21]=[CH:22][C:23]([N:27]5[CH2:32][CH2:31][N:30](C(OC(C)(C)C)=O)[CH2:29][CH2:28]5)=[N:24]4)=[CH:19][CH:18]=3)[CH:14]=[N:15][CH:16]=2)(=[O:9])=[O:8])[CH:6]=[CH:5][CH:4]=[CH:3][CH:2]=1.FC(F)(F)C(O)=O, predict the reaction product. The product is: [N:27]1([C:23]2[CH:22]=[N:21][C:20]3[C:25]([N:24]=2)=[CH:26][C:17]([C:13]2[CH:12]=[C:11]([NH:10][S:7]([C:1]4[CH:6]=[CH:5][CH:4]=[CH:3][CH:2]=4)(=[O:9])=[O:8])[CH:16]=[N:15][CH:14]=2)=[CH:18][CH:19]=3)[CH2:32][CH2:31][NH:30][CH2:29][CH2:28]1. (5) Given the reactants [CH3:1][C:2]1([CH3:19])[C:10]2[C:5](=[CH:6][C:7]([N+:15]([O-:17])=[O:16])=[C:8]([NH:11]C(=O)C)[CH:9]=2)[NH:4][C:3]1=[O:18].Cl[CH2:21][C:22]1[S:26][C:25]([CH3:27])=[N:24][C:23]=1[CH3:28].C([O-])([O-])=O.[K+].[K+].C1CCN2C(=NCCC2)CC1, predict the reaction product. The product is: [NH2:11][C:8]1[CH:9]=[C:10]2[C:5](=[CH:6][C:7]=1[N+:15]([O-:17])=[O:16])[N:4]([CH2:21][C:22]1[S:26][C:25]([CH3:27])=[N:24][C:23]=1[CH3:28])[C:3](=[O:18])[C:2]2([CH3:1])[CH3:19]. (6) Given the reactants [Br:1][C:2]1[CH:7]=[CH:6][C:5]([C@@H:8]([N:10]2[CH2:15][CH2:14][C@:13]([CH2:22][C:23](O)=[O:24])([C:16]3[CH:21]=[CH:20][CH:19]=[CH:18][CH:17]=3)[O:12][C:11]2=[O:26])[CH3:9])=[CH:4][CH:3]=1.[NH2:27][CH2:28][C:29](=[O:31])[CH3:30].C1C=CC2N(O)N=NC=2C=1.CCN=C=NCCCN(C)C.Cl.CCN(C(C)C)C(C)C, predict the reaction product. The product is: [Br:1][C:2]1[CH:3]=[CH:4][C:5]([C@@H:8]([N:10]2[CH2:15][CH2:14][C@:13]([CH2:22][C:23]([NH:27][CH2:28][C:29](=[O:31])[CH3:30])=[O:24])([C:16]3[CH:21]=[CH:20][CH:19]=[CH:18][CH:17]=3)[O:12][C:11]2=[O:26])[CH3:9])=[CH:6][CH:7]=1. (7) Given the reactants C([O:5][C:6](=[O:33])[CH2:7][CH2:8][CH2:9][NH:10][C:11]([N:13]1[CH:18]([C:19]2[CH:24]=[CH:23][C:22]([F:25])=[CH:21][CH:20]=2)[C:17]([C:26]([O:28][CH3:29])=[O:27])=[C:16]([CH3:30])[N:15]=[C:14]1[O:31]C)=[O:12])(C)(C)C.FC(F)(F)C(O)=O, predict the reaction product. The product is: [F:25][C:22]1[CH:23]=[CH:24][C:19]([CH:18]2[N:13]([C:11]([NH:10][CH2:9][CH2:8][CH2:7][C:6]([OH:33])=[O:5])=[O:12])[C:14](=[O:31])[NH:15][C:16]([CH3:30])=[C:17]2[C:26]([O:28][CH3:29])=[O:27])=[CH:20][CH:21]=1.